This data is from Forward reaction prediction with 1.9M reactions from USPTO patents (1976-2016). The task is: Predict the product of the given reaction. The product is: [CH2:21]([O:20][C:18]([C@H:4]1[C@H:3]([CH2:2][F:1])[CH2:7][N:6]([C@@H:8]([C:10]2[CH:15]=[CH:14][CH:13]=[CH:12][CH:11]=2)[CH3:9])[C:5]1=[O:16])=[O:19])[CH3:22]. Given the reactants [F:1][CH2:2][C@@H:3]1[CH2:7][N:6]([C@@H:8]([C:10]2[CH:15]=[CH:14][CH:13]=[CH:12][CH:11]=2)[CH3:9])[C:5](=[O:16])[CH2:4]1.Cl[C:18]([O:20][CH2:21][CH3:22])=[O:19].C[Si]([N-][Si](C)(C)C)(C)C.[Li+].[Cl-].[NH4+], predict the reaction product.